From a dataset of Catalyst prediction with 721,799 reactions and 888 catalyst types from USPTO. Predict which catalyst facilitates the given reaction. (1) Reactant: [C:1]1([OH:11])[C:10]2[C:5](=[CH:6][CH:7]=[CH:8][CH:9]=2)[CH:4]=[CH:3][CH:2]=1.[Br:12][C:13]([F:19])([F:18])[C:14]([F:17])([F:16])Br.C(=O)([O-])[O-].[K+].[K+]. Product: [Br:12][C:13]([F:19])([F:18])[C:14]([F:17])([F:16])[O:11][C:1]1[C:10]2[C:5](=[CH:6][CH:7]=[CH:8][CH:9]=2)[CH:4]=[CH:3][CH:2]=1. The catalyst class is: 16. (2) Reactant: Br[C:2]1[CH:3]=[N:4][N:5]([C:7]2[CH:12]=[CH:11][C:10]([O:13][CH3:14])=[C:9]([F:15])[CH:8]=2)[CH:6]=1.[CH3:16]B(O)O.C(=O)([O-])[O-].[Cs+].[Cs+]. Product: [F:15][C:9]1[CH:8]=[C:7]([N:5]2[CH:6]=[C:2]([CH3:16])[CH:3]=[N:4]2)[CH:12]=[CH:11][C:10]=1[O:13][CH3:14]. The catalyst class is: 104. (3) Reactant: [CH2:1]([O:3][C:4](=[O:24])[CH2:5][C:6]1[CH:11]=[C:10]([C:12]([F:15])([F:14])[F:13])[CH:9]=[C:8]([O:16][CH2:17][C:18]2[CH:23]=[CH:22][CH:21]=[CH:20][CH:19]=2)[CH:7]=1)[CH3:2].[H-].[Na+].I[CH3:28]. Product: [CH2:1]([O:3][C:4](=[O:24])[CH:5]([C:6]1[CH:11]=[C:10]([C:12]([F:14])([F:15])[F:13])[CH:9]=[C:8]([O:16][CH2:17][C:18]2[CH:23]=[CH:22][CH:21]=[CH:20][CH:19]=2)[CH:7]=1)[CH3:28])[CH3:2]. The catalyst class is: 3. (4) Reactant: [NH2:1][CH:2]1[C:8]2[CH:9]=[CH:10][CH:11]=[CH:12][C:7]=2[C:6]2[CH:13]=[CH:14][CH:15]=[N:16][C:5]=2[N:4]([CH2:17][CH2:18][O:19][Si:20]([C:23]([CH3:26])([CH3:25])[CH3:24])([CH3:22])[CH3:21])[C:3]1=[O:27].C(N(CC)CC)C.ON1C2=NC=CC=C2N=N1.[C:45]([O:49][C:50]([NH:52][C@@H:53]([CH3:57])[C:54](O)=[O:55])=[O:51])([CH3:48])([CH3:47])[CH3:46].Cl.CN(C)CCCN=C=NCC. Product: [Si:20]([O:19][CH2:18][CH2:17][N:4]1[C:5]2[N:16]=[CH:15][CH:14]=[CH:13][C:6]=2[C:7]2[CH:12]=[CH:11][CH:10]=[CH:9][C:8]=2[CH:2]([NH:1][C:54](=[O:55])[C@@H:53]([NH:52][C:50](=[O:51])[O:49][C:45]([CH3:47])([CH3:46])[CH3:48])[CH3:57])[C:3]1=[O:27])([C:23]([CH3:24])([CH3:26])[CH3:25])([CH3:21])[CH3:22]. The catalyst class is: 4. (5) Reactant: [Cl:1][C:2]1[N:7]=[C:6]([C:8]2[S:12][C:11]([CH:13]([CH3:15])[CH3:14])=[N:10][C:9]=2[C:16]2[CH:17]=[CH:18][C:19]([F:23])=[C:20]([CH:22]=2)[NH2:21])[CH:5]=[CH:4][N:3]=1.N1C=CC=CC=1.[F:30][C:31]1[CH:36]=[C:35]([F:37])[CH:34]=[CH:33][C:32]=1[S:38](Cl)(=[O:40])=[O:39]. Product: [Cl:1][C:2]1[N:7]=[C:6]([C:8]2[S:12][C:11]([CH:13]([CH3:15])[CH3:14])=[N:10][C:9]=2[C:16]2[CH:17]=[CH:18][C:19]([F:23])=[C:20]([NH:21][S:38]([C:32]3[CH:33]=[CH:34][C:35]([F:37])=[CH:36][C:31]=3[F:30])(=[O:40])=[O:39])[CH:22]=2)[CH:5]=[CH:4][N:3]=1. The catalyst class is: 2. (6) Reactant: [CH3:1][C@H:2]1[CH2:7][NH:6][CH2:5][C@@H:4]([CH3:8])[NH:3]1.[C:9]([C:13]1[CH:18]=[CH:17][C:16](Br)=[CH:15][CH:14]=1)([CH3:12])([CH3:11])[CH3:10].C1C=CC(P(C2C(C3C(P(C4C=CC=CC=4)C4C=CC=CC=4)=CC=C4C=3C=CC=C4)=C3C(C=CC=C3)=CC=2)C2C=CC=CC=2)=CC=1.C(O[Na])(C)(C)C. Product: [C:9]([C:13]1[CH:18]=[CH:17][C:16]([N:6]2[CH2:5][C@H:4]([CH3:8])[NH:3][C@H:2]([CH3:1])[CH2:7]2)=[CH:15][CH:14]=1)([CH3:12])([CH3:11])[CH3:10]. The catalyst class is: 101. (7) Reactant: [CH3:1][N:2]([CH2:13][C:14]1[N:15]=[C:16]2[CH:21]=[CH:20][CH:19]=[CH:18][N:17]2[C:22]=1[CH2:23][CH2:24][CH2:25][NH:26]C(=O)[O:28]C(C)(C)C)[C@@H:3]1[C:12]2[N:11]=[CH:10][CH:9]=[CH:8][C:7]=2[CH2:6][CH2:5][CH2:4]1. Product: [NH4+:2].[OH-:28].[NH2:26][CH2:25][CH2:24][CH2:23][C:22]1[N:17]2[CH:18]=[CH:19][CH:20]=[CH:21][C:16]2=[N:15][C:14]=1[CH2:13][N:2]([CH3:1])[C@@H:3]1[C:12]2[N:11]=[CH:10][CH:9]=[CH:8][C:7]=2[CH2:6][CH2:5][CH2:4]1. The catalyst class is: 330. (8) Reactant: [CH3:1][C:2]([NH:5][C:6]([C:8]1[CH:9]=[C:10](C#C[Si](C)(C)C)[C:11]2[C:12](=[O:22])[C:13]3[C:18]([NH:19][C:20]=2[CH:21]=1)=[CH:17][CH:16]=[CH:15][CH:14]=3)=[O:7])([CH3:4])[CH3:3].[CH2:29]1COC[CH2:30]1.CCCC[N+](CCCC)(CCCC)CCCC.[F-]. Product: [CH3:3][C:2]([NH:5][C:6]([C:8]1[C:9]([C:29]#[CH:30])=[CH:10][C:11]2[C:12](=[O:22])[C:13]3[C:18]([NH:19][C:20]=2[CH:21]=1)=[CH:17][CH:16]=[CH:15][CH:14]=3)=[O:7])([CH3:1])[CH3:4]. The catalyst class is: 25. (9) Reactant: [F:1][C:2]1[C:7]([C:8]([F:11])([F:10])[F:9])=[CH:6][CH:5]=[CH:4][C:3]=1[CH2:12][C:13]1[N:14]=[C:15]2[S:22][C:21]([CH3:23])=[C:20]([CH:24]=O)[N:16]2[C:17](=[O:19])[CH:18]=1.[NH3:26].C(=O)C=O.C(=O)([O-])O.[Na+].[C:36](#[N:38])[CH3:37]. Product: [OH2:19].[F:1][C:2]1[C:7]([C:8]([F:9])([F:11])[F:10])=[CH:6][CH:5]=[CH:4][C:3]=1[CH2:12][C:13]1[N:14]=[C:15]2[S:22][C:21]([CH3:23])=[C:20]([C:24]3[NH:38][CH:36]=[CH:37][N:26]=3)[N:16]2[C:17](=[O:19])[CH:18]=1. The catalyst class is: 40.